From a dataset of NCI-60 drug combinations with 297,098 pairs across 59 cell lines. Regression. Given two drug SMILES strings and cell line genomic features, predict the synergy score measuring deviation from expected non-interaction effect. (1) Drug 1: CC12CCC3C(C1CCC2=O)CC(=C)C4=CC(=O)C=CC34C. Drug 2: CC12CCC3C(C1CCC2O)C(CC4=C3C=CC(=C4)O)CCCCCCCCCS(=O)CCCC(C(F)(F)F)(F)F. Cell line: SF-295. Synergy scores: CSS=43.8, Synergy_ZIP=2.13, Synergy_Bliss=0.500, Synergy_Loewe=-0.431, Synergy_HSA=0.590. (2) Drug 1: C1=CN(C(=O)N=C1N)C2C(C(C(O2)CO)O)O.Cl. Drug 2: C1CNP(=O)(OC1)N(CCCl)CCCl. Cell line: SNB-19. Synergy scores: CSS=29.3, Synergy_ZIP=2.04, Synergy_Bliss=2.47, Synergy_Loewe=-27.3, Synergy_HSA=1.57. (3) Drug 1: CC1OCC2C(O1)C(C(C(O2)OC3C4COC(=O)C4C(C5=CC6=C(C=C35)OCO6)C7=CC(=C(C(=C7)OC)O)OC)O)O. Drug 2: C1=C(C(=O)NC(=O)N1)F. Cell line: 786-0. Synergy scores: CSS=51.3, Synergy_ZIP=1.01, Synergy_Bliss=-0.702, Synergy_Loewe=4.68, Synergy_HSA=6.59. (4) Drug 1: C1=C(C(=O)NC(=O)N1)N(CCCl)CCCl. Drug 2: C1CC(C1)(C(=O)O)C(=O)O.[NH2-].[NH2-].[Pt+2]. Cell line: A549. Synergy scores: CSS=37.8, Synergy_ZIP=2.22, Synergy_Bliss=1.96, Synergy_Loewe=-0.388, Synergy_HSA=5.57. (5) Drug 1: C1=CN(C(=O)N=C1N)C2C(C(C(O2)CO)O)O.Cl. Drug 2: C1=CC=C(C=C1)NC(=O)CCCCCCC(=O)NO. Cell line: RXF 393. Synergy scores: CSS=5.35, Synergy_ZIP=-1.60, Synergy_Bliss=5.25, Synergy_Loewe=0.286, Synergy_HSA=2.95. (6) Drug 1: CS(=O)(=O)C1=CC(=C(C=C1)C(=O)NC2=CC(=C(C=C2)Cl)C3=CC=CC=N3)Cl. Drug 2: C1C(C(OC1N2C=NC3=C2NC=NCC3O)CO)O. Synergy scores: CSS=7.77, Synergy_ZIP=-2.05, Synergy_Bliss=0.449, Synergy_Loewe=-1.65, Synergy_HSA=0.479. Cell line: MDA-MB-231. (7) Drug 1: C1CCC(CC1)NC(=O)N(CCCl)N=O. Drug 2: CC1=C(C=C(C=C1)C(=O)NC2=CC(=CC(=C2)C(F)(F)F)N3C=C(N=C3)C)NC4=NC=CC(=N4)C5=CN=CC=C5. Cell line: HOP-92. Synergy scores: CSS=25.0, Synergy_ZIP=-7.93, Synergy_Bliss=-1.97, Synergy_Loewe=-1.49, Synergy_HSA=-1.55.